This data is from Catalyst prediction with 721,799 reactions and 888 catalyst types from USPTO. The task is: Predict which catalyst facilitates the given reaction. (1) Reactant: [OH2:1].[C:2]([C:4]([O:6][CH2:7][CH3:8])=[O:5])#[N:3].Cl.[NH2:10]O.C(=O)([O-])[O-].[Na+].[Na+]. Product: [NH2:3][C:2](=[N:10][OH:1])[C:4]([O:6][CH2:7][CH3:8])=[O:5]. The catalyst class is: 8. (2) Reactant: O=[C:2]([C:9]1[CH:14]=[CH:13][N:12]=[CH:11][N:10]=1)[CH2:3][C:4]([O:6]CC)=O.C[O-].[Na+].Cl.[CH:19]([NH2:21])=[NH:20].O. Product: [N:20]1[C:4]([OH:6])=[CH:3][C:2]([C:9]2[CH:14]=[CH:13][N:12]=[CH:11][N:10]=2)=[N:21][CH:19]=1. The catalyst class is: 191. (3) Reactant: Cl.C(OC([NH:9][C@H:10]([CH2:16][CH2:17][C:18](=O)[C:19]1[CH:24]=[C:23]([F:25])[C:22]([F:26])=[C:21]([F:27])[CH:20]=1)[C:11]([O:13][CH2:14][CH3:15])=[O:12])=O)(C)(C)C. Product: [F:27][C:21]1[CH:20]=[C:19]([C@H:18]2[NH:9][C@@H:10]([C:11]([O:13][CH2:14][CH3:15])=[O:12])[CH2:16][CH2:17]2)[CH:24]=[C:23]([F:25])[C:22]=1[F:26]. The catalyst class is: 13.